Dataset: Forward reaction prediction with 1.9M reactions from USPTO patents (1976-2016). Task: Predict the product of the given reaction. The product is: [Cl:2][C:3]1[CH:4]=[CH:5][C:6]([F:37])=[C:7]([C:9]2[CH:18]=[C:17]([C:19]3[CH:20]=[C:21]([C:25]4[CH:26]=[N:27][C:28]([N:31]5[CH2:36][CH2:35][N:34]([CH3:38])[CH2:33][CH2:32]5)=[CH:29][CH:30]=4)[CH:22]=[N:23][CH:24]=3)[C:16]3[C:11](=[N:12][CH:13]=[CH:14][CH:15]=3)[N:10]=2)[CH:8]=1. Given the reactants Cl.[Cl:2][C:3]1[CH:4]=[CH:5][C:6]([F:37])=[C:7]([C:9]2[CH:18]=[C:17]([C:19]3[CH:20]=[C:21]([C:25]4[CH:26]=[N:27][C:28]([N:31]5[CH2:36][CH2:35][NH:34][CH2:33][CH2:32]5)=[CH:29][CH:30]=4)[CH:22]=[N:23][CH:24]=3)[C:16]3[C:11](=[N:12][CH:13]=[CH:14][CH:15]=3)[N:10]=2)[CH:8]=1.[CH2:38]=O.[OH-].[Na+], predict the reaction product.